Dataset: Reaction yield outcomes from USPTO patents with 853,638 reactions. Task: Predict the reaction yield, written as a fraction of the theoretical maximum amount of product (1.0 means a 100% yield; for example, 0.34 means a 34% yield). (1) The reactants are [C:1]([O:5][C:6]([N:8]1[CH2:13][CH2:12][CH:11]([CH2:14][CH2:15][CH2:16][CH:17]([C:19]2[O:20][C:21]([C:24]([OH:26])=[O:25])=[CH:22][N:23]=2)[OH:18])[CH2:10][CH2:9]1)=[O:7])([CH3:4])([CH3:3])[CH3:2].CC(OI1(OC(C)=O)(OC(C)=O)OC(=O)C2C=CC=CC1=2)=O. The catalyst is C(Cl)Cl.CO. The product is [C:1]([O:5][C:6]([N:8]1[CH2:13][CH2:12][CH:11]([CH2:14][CH2:15][CH2:16][C:17]([C:19]2[O:20][C:21]([C:24]([OH:26])=[O:25])=[CH:22][N:23]=2)=[O:18])[CH2:10][CH2:9]1)=[O:7])([CH3:4])([CH3:2])[CH3:3]. The yield is 0.370. (2) The reactants are [CH3:1][C:2]([CH3:17])([CH3:16])[CH2:3][S:4]([CH2:7][C:8]1[CH:15]=[CH:14][C:11]([C:12]#[N:13])=[CH:10][CH:9]=1)(=[O:6])=[O:5].[BH4-].[Na+]. The catalyst is CO.O.O.O.O.O.O.O.[Co](Cl)Cl. The product is [CH3:1][C:2]([CH3:17])([CH3:16])[CH2:3][S:4]([CH2:7][C:8]1[CH:9]=[CH:10][C:11]([CH2:12][NH2:13])=[CH:14][CH:15]=1)(=[O:6])=[O:5]. The yield is 0.490. (3) The reactants are CO.[CH3:3][C:4]1[CH:9]=[CH:8][C:7]([C:10]([C:36]2[CH:41]=[CH:40][C:39]([CH3:42])=[CH:38][CH:37]=2)([OH:35])[CH:11]2[CH2:16][CH2:15][N:14]([CH2:17][CH2:18][CH2:19][CH:20]([C:22]3[CH:27]=[CH:26][C:25]([C:28]([CH3:34])([CH3:33])[C:29]([O:31]C)=[O:30])=[CH:24][CH:23]=3)[OH:21])[CH2:13][CH2:12]2)=[CH:6][CH:5]=1.[OH-].[Na+]. The catalyst is O. The product is [CH3:42][C:39]1[CH:38]=[CH:37][C:36]([C:10]([C:7]2[CH:6]=[CH:5][C:4]([CH3:3])=[CH:9][CH:8]=2)([OH:35])[CH:11]2[CH2:16][CH2:15][N:14]([CH2:17][CH2:18][CH2:19][CH:20]([C:22]3[CH:27]=[CH:26][C:25]([C:28]([CH3:34])([CH3:33])[C:29]([OH:31])=[O:30])=[CH:24][CH:23]=3)[OH:21])[CH2:13][CH2:12]2)=[CH:41][CH:40]=1. The yield is 0.340. (4) The reactants are [N+:1]([C:4]1[CH:5]=[C:6]([CH:10]=[C:11]([C:13]([F:16])([F:15])[F:14])[CH:12]=1)[C:7]([OH:9])=[O:8])([O-:3])=[O:2].OS(O)(=O)=O.[CH3:22]O. No catalyst specified. The product is [N+:1]([C:4]1[CH:5]=[C:6]([CH:10]=[C:11]([C:13]([F:14])([F:15])[F:16])[CH:12]=1)[C:7]([O:9][CH3:22])=[O:8])([O-:3])=[O:2]. The yield is 0.900. (5) The yield is 0.380. The product is [CH2:12]([NH:11][C:9](=[O:10])[NH:8][C:5]1[N:6]=[CH:7][C:2]([B:46]([OH:49])[OH:47])=[C:3]([C:14]2[S:15][CH:16]=[C:17]([C:19]3[CH:24]=[CH:23][CH:22]=[CH:21][N:20]=3)[N:18]=2)[CH:4]=1)[CH3:13]. The catalyst is C1COCC1.CC(OC)(C)C. The reactants are Br[C:2]1[C:3]([C:14]2[S:15][CH:16]=[C:17]([C:19]3[CH:24]=[CH:23][CH:22]=[CH:21][N:20]=3)[N:18]=2)=[CH:4][C:5]([NH:8][C:9]([NH:11][CH2:12][CH3:13])=[O:10])=[N:6][CH:7]=1.C1([Li])C=CC=CC=1.C(OCCCC)CCC.[Li]CCCC.[B:46](OC)([O:49]C)[O:47]C.Cl.[OH-].[Na+]. (6) The reactants are [Br:1]N1C(=O)CCC1=O.[F:9][CH:10]([F:28])[O:11][C:12]1[CH:13]=[CH:14][C:15]2[N:16]([N:18]=[C:19]([C:21]3[CH:26]=[CH:25][CH:24]=[C:23]([F:27])[CH:22]=3)[CH:20]=2)[N:17]=1.C(=O)(O)[O-].[Na+]. The catalyst is CN(C=O)C.C(OCC)(=O)C. The product is [Br:1][C:20]1[C:19]([C:21]2[CH:26]=[CH:25][CH:24]=[C:23]([F:27])[CH:22]=2)=[N:18][N:16]2[C:15]=1[CH:14]=[CH:13][C:12]([O:11][CH:10]([F:9])[F:28])=[N:17]2. The yield is 0.910. (7) The reactants are [CH2:1]1[C:9]2[C:4](=[CH:5][CH:6]=[CH:7][CH:8]=2)[CH2:3][NH:2]1.[N+](C1C=C(S(O[CH2:23][C@@H:24]2[CH2:26][O:25]2)(=O)=O)C=CC=1)([O-])=O.[F-].[K+]. The catalyst is C1COCC1. The product is [O:25]1[CH2:26][C@H:24]1[CH2:23][N:2]1[CH2:3][C:4]2[C:9](=[CH:8][CH:7]=[CH:6][CH:5]=2)[CH2:1]1. The yield is 0.680. (8) The reactants are [CH3:1][O:2][C:3]1[C:11]2[C:6](=[N:7][CH:8]=[C:9]([N+:12]([O-])=O)[CH:10]=2)[NH:5][N:4]=1.[H][H]. The catalyst is C(OCC)(=O)C.CO.[Pd]. The product is [CH3:1][O:2][C:3]1[C:11]2[C:6](=[N:7][CH:8]=[C:9]([NH2:12])[CH:10]=2)[NH:5][N:4]=1. The yield is 0.820. (9) The reactants are F[C:2]1C=C(OC2N=CC=C3C=CN(C)C=23)C=CC=1N.[NH:20]1[C:24]2=[C:25]([O:29][C:30]3[CH:35]=[CH:34][C:33]([NH:36][C:37]([NH:39][C:40](=[O:48])[CH2:41][C:42]4[CH:47]=[CH:46][CH:45]=[CH:44][CH:43]=4)=[S:38])=[CH:32][C:31]=3[F:49])[N:26]=[CH:27][CH:28]=[C:23]2[CH:22]=[CH:21]1. No catalyst specified. The product is [F:49][C:31]1[CH:32]=[C:33]([NH:36][C:37]([NH:39][C:40](=[O:48])[CH2:41][C:42]2[CH:43]=[CH:44][CH:45]=[CH:46][CH:47]=2)=[S:38])[CH:34]=[CH:35][C:30]=1[O:29][C:25]1[N:26]=[CH:27][CH:28]=[C:23]2[CH:22]=[CH:21][N:20]([CH3:2])[C:24]=12. The yield is 0.870.